From a dataset of Forward reaction prediction with 1.9M reactions from USPTO patents (1976-2016). Predict the product of the given reaction. (1) The product is: [CH:6]1([C:9]([CH:11]2[CH2:13][CH2:12]2)([OH:10])[CH2:3][CH:2]=[CH2:1])[CH2:8][CH2:7]1. Given the reactants [CH2:1]([Mg]Br)[CH:2]=[CH2:3].[CH:6]1([C:9]([CH:11]2[CH2:13][CH2:12]2)=[O:10])[CH2:8][CH2:7]1, predict the reaction product. (2) Given the reactants [I:1][C:2]1[CH:10]=[CH:9][C:5]([C:6]([OH:8])=O)=[C:4]([NH:11][S:12]([C:15]2[C:16]3[N:17]=[CH:18][CH:19]=[N:20][C:21]=3[CH:22]=[CH:23][CH:24]=2)(=[O:14])=[O:13])[CH:3]=1.Cl.[CH3:26][O:27][C:28](=[O:40])[C@@H:29]([NH2:39])[CH2:30][C:31]1[CH:36]=[CH:35][C:34]([F:37])=[C:33]([Br:38])[CH:32]=1, predict the reaction product. The product is: [CH3:26][O:27][C:28](=[O:40])[C@@H:29]([NH:39][C:6](=[O:8])[C:5]1[CH:9]=[CH:10][C:2]([I:1])=[CH:3][C:4]=1[NH:11][S:12]([C:15]1[C:16]2[N:17]=[CH:18][CH:19]=[N:20][C:21]=2[CH:22]=[CH:23][CH:24]=1)(=[O:14])=[O:13])[CH2:30][C:31]1[CH:36]=[CH:35][C:34]([F:37])=[C:33]([Br:38])[CH:32]=1. (3) Given the reactants [Br:1][C:2]1[CH:3]=[C:4]([OH:8])[CH:5]=[CH:6][CH:7]=1.[CH3:9][O:10][CH2:11][CH2:12]Br.C([O-])([O-])=O.[K+].[K+], predict the reaction product. The product is: [Br:1][C:2]1[CH:7]=[CH:6][CH:5]=[C:4]([O:8][CH2:12][CH2:11][O:10][CH3:9])[CH:3]=1. (4) Given the reactants [OH:1][CH2:2][C:3]1[CH:13]=[CH:12][CH:11]=[CH:10][C:4]=1[O:5][CH:6]([CH3:9])[CH2:7][OH:8], predict the reaction product. The product is: [OH:8][CH2:7][CH:6]([CH3:9])[O:5][C:4]1[CH:10]=[CH:11][CH:12]=[CH:13][C:3]=1[CH:2]=[O:1]. (5) The product is: [OH:4][CH2:3][C:2]([NH:1][S:22]([C:19]1[CH:18]=[CH:17][C:16]([O:15][CH3:14])=[CH:21][CH:20]=1)(=[O:24])=[O:23])([CH3:6])[CH3:5]. Given the reactants [NH2:1][C:2]([CH3:6])([CH3:5])[CH2:3][OH:4].C(N(CC)CC)C.[CH3:14][O:15][C:16]1[CH:21]=[CH:20][C:19]([S:22](Cl)(=[O:24])=[O:23])=[CH:18][CH:17]=1, predict the reaction product. (6) The product is: [N:20]1[CH:21]=[CH:22][CH:23]=[CH:24][C:19]=1[C:17]1[O:18][C:12]2[CH2:11][N:10]([C:8]3[CH:9]=[N:6][CH:5]=[C:4]([CH:7]=3)[C:3]#[N:28])[CH2:15][CH2:14][C:13]=2[N:16]=1. Given the reactants FC1[CH:3]=[C:4]([CH:7]=[C:8]([N:10]2[CH2:15][CH2:14][C:13]3[N:16]=[C:17]([C:19]4[CH:24]=[CH:23][CH:22]=[CH:21][N:20]=4)[O:18][C:12]=3[CH2:11]2)[CH:9]=1)[C:5]#[N:6].BrC1C=[N:28]C=C(C=1)C#N, predict the reaction product.